This data is from Acute oral toxicity (LD50) regression data from Zhu et al.. The task is: Regression/Classification. Given a drug SMILES string, predict its toxicity properties. Task type varies by dataset: regression for continuous values (e.g., LD50, hERG inhibition percentage) or binary classification for toxic/non-toxic outcomes (e.g., AMES mutagenicity, cardiotoxicity, hepatotoxicity). Dataset: ld50_zhu. (1) The compound is CC=Cc1ccc(OCc2ccccc2)c(OC)c1. The rat oral LD50 is 1.72, given as -log10 of the dose in mol/kg body weight (higher means more acutely toxic). (2) The rat oral LD50 is 4.08, given as -log10 of the dose in mol/kg body weight (higher means more acutely toxic). The compound is CN1CCC2(C)c3cc(OC(=O)NCCCCCCCCCCN4CCOCC4)ccc3N(C)C12. (3) The compound is CCCCCN(CCCCC)N=O. The rat oral LD50 is 2.03, given as -log10 of the dose in mol/kg body weight (higher means more acutely toxic). (4) The molecule is CC1(C)C(C=C(Br)Br)C1C(=O)OC(C#N)c1cccc(Oc2ccccc2)c1. The rat oral LD50 is 4.23, given as -log10 of the dose in mol/kg body weight (higher means more acutely toxic).